This data is from Drug-target binding data from BindingDB using IC50 measurements. The task is: Regression. Given a target protein amino acid sequence and a drug SMILES string, predict the binding affinity score between them. We predict pIC50 (pIC50 = -log10(IC50 in M); higher means more potent). Dataset: bindingdb_ic50. The compound is O=c1[nH]c(COCCc2cccc(Cl)c2)nc2ncccc12. The target protein (Q80Z39) has sequence MSKQNHFLVINGKNCCVFRDENIAKVLPPVLGLEFVFGLLGNGLALWIFCFHLKSWKSSRIFLFNLAVADFLLIICLPFLTDNYVQNWDWRFGSIPCRVMLFMLAMNRQGSIIFLTVVAVDRYFRVVHPHHFLNKISNRTAAIISCFLWGITIGLTVHLLYTDMMTRNGDANLCSSFSICYTFRWHDAMFLLEFFLPLGIILFCSGRIIWSLRQRQMDRHVKIKRAINFIMVVAIVFVICFLPSVAVRIRIFWLLYKHNVRNCDIYSSVDLAFFTTLSFTYMNSMLDPVVYYFSSPSFPNFFSTCINRCLRRKTLGEPDNNRSTSVELTGDPSTIRSIPGALMTDPSEPGSPPYLASTSR. The pIC50 is 6.2.